The task is: Predict which catalyst facilitates the given reaction.. This data is from Catalyst prediction with 721,799 reactions and 888 catalyst types from USPTO. (1) Reactant: [NH2:1][C:2]1[N:7]=[CH:6][C:5]([C:8]2[CH:9]=[C:10]([NH:14][C:15](=[O:17])[CH3:16])[CH:11]=[CH:12][CH:13]=2)=[C:4]([CH2:18][CH3:19])[C:3]=1Br.[S:21]1[CH:25]=[CH:24][CH:23]=[C:22]1B(O)O.C([O-])([O-])=O.[Na+].[Na+]. Product: [NH2:1][C:2]1[N:7]=[CH:6][C:5]([C:8]2[CH:9]=[C:10]([NH:14][C:15](=[O:17])[CH3:16])[CH:11]=[CH:12][CH:13]=2)=[C:4]([CH2:18][CH3:19])[C:3]=1[C:22]1[S:21][CH:25]=[CH:24][CH:23]=1. The catalyst class is: 551. (2) Reactant: [F:1][C:2]1[CH:7]=[CH:6][C:5]([C:8]2[O:29][C:11]3=[N:12][C:13]([N:22]([CH2:27]C)[S:23]([CH3:26])(=[O:25])=[O:24])=[C:14]([CH2:16][CH2:17][CH2:18][C:19](O)=[O:20])[CH:15]=[C:10]3[C:9]=2[C:30](=[O:33])[NH:31][CH3:32])=[CH:4][CH:3]=1.[CH3:34][O:35][C:36]([C@@H:38]1[CH2:42][CH2:41][CH2:40][NH:39]1)=[O:37].CN(C(ON1N=NC2C=CC=NC1=2)=[N+](C)C)C.F[P-](F)(F)(F)(F)F.CCN(C(C)C)C(C)C. Product: [F:1][C:2]1[CH:7]=[CH:6][C:5]([C:8]2[O:29][C:11]3=[N:12][C:13]([N:22]([CH3:27])[S:23]([CH3:26])(=[O:24])=[O:25])=[C:14]([CH2:16][CH2:17][CH2:18][C:19]([N:39]4[CH2:40][CH2:41][CH2:42][C@H:38]4[C:36]([O:35][CH3:34])=[O:37])=[O:20])[CH:15]=[C:10]3[C:9]=2[C:30](=[O:33])[NH:31][CH3:32])=[CH:4][CH:3]=1. The catalyst class is: 3. (3) Reactant: [Br:1][C:2]1[N:7]=[C:6]([C:8](=O)[CH3:9])[CH:5]=[CH:4][CH:3]=1.[CH2:11]([C:13]1[CH:19]=[CH:18][CH:17]=[C:16]([CH2:20][CH3:21])[C:14]=1[NH2:15])[CH3:12].CC1C=CC(S(O)(=O)=O)=CC=1.[Cl-].[Cl-].[Ca+2]. Product: [Br:1][C:2]1[N:7]=[C:6]([C:8](=[N:15][C:14]2[C:16]([CH2:20][CH3:21])=[CH:17][CH:18]=[CH:19][C:13]=2[CH2:11][CH3:12])[CH3:9])[CH:5]=[CH:4][CH:3]=1. The catalyst class is: 11. (4) Reactant: [C:1]([O:5][C:6]([N:8]1[CH2:13][CH2:12][N:11]([C:14]2[CH:19]=[CH:18][CH:17]=[CH:16][C:15]=2[C:20](O)=[O:21])[CH2:10][CH2:9]1)=[O:7])([CH3:4])([CH3:3])[CH3:2]. Product: [C:1]([O:5][C:6]([N:8]1[CH2:9][CH2:10][N:11]([C:14]2[CH:19]=[CH:18][CH:17]=[CH:16][C:15]=2[CH2:20][OH:21])[CH2:12][CH2:13]1)=[O:7])([CH3:4])([CH3:2])[CH3:3]. The catalyst class is: 1. (5) Reactant: [Br:1]Br.[NH2:3][C:4]1[C:9]([Cl:10])=[CH:8][CH:7]=[CH:6][C:5]=1[OH:11]. Product: [NH2:3][C:4]1[C:9]([Cl:10])=[CH:8][C:7]([Br:1])=[CH:6][C:5]=1[OH:11]. The catalyst class is: 2. (6) Reactant: [F:1][C:2]1[CH:7]=[CH:6][C:5]([C:8]2[O:9][C:10]3[CH:20]=[CH:19][C:18]([C:21]4[CH:22]=[C:23]([CH:27]=[CH:28][C:29]=4[CH3:30])[C:24](O)=[O:25])=[CH:17][C:11]=3[C:12]=2[C:13](=[O:16])[NH:14][CH3:15])=[CH:4][CH:3]=1.[CH3:31][N:32]1[CH:36]=[CH:35][C:34]([C:37]2([NH2:40])[CH2:39][CH2:38]2)=[N:33]1.C1C=CC2N(O)N=NC=2C=1.CCN=C=NCCCN(C)C.Cl.C(N(C(C)C)CC)(C)C. Product: [F:1][C:2]1[CH:7]=[CH:6][C:5]([C:8]2[O:9][C:10]3[CH:20]=[CH:19][C:18]([C:21]4[CH:22]=[C:23]([C:24](=[O:25])[NH:40][C:37]5([C:34]6[CH:35]=[CH:36][N:32]([CH3:31])[N:33]=6)[CH2:39][CH2:38]5)[CH:27]=[CH:28][C:29]=4[CH3:30])=[CH:17][C:11]=3[C:12]=2[C:13]([NH:14][CH3:15])=[O:16])=[CH:4][CH:3]=1. The catalyst class is: 2.